This data is from Forward reaction prediction with 1.9M reactions from USPTO patents (1976-2016). The task is: Predict the product of the given reaction. Given the reactants [CH3:1][C:2]1[C:6]([CH3:7])=[C:5]([NH2:8])[O:4][N:3]=1.[H-].[Na+].[Cl:11][C:12]1[CH:31]=[CH:30][C:15]([CH2:16][C:17]2[S:21][C:20]3[CH:22]=[CH:23][CH:24]=[CH:25][C:19]=3[C:18]=2[S:26](Cl)(=[O:28])=[O:27])=[CH:14][CH:13]=1, predict the reaction product. The product is: [CH3:1][C:2]1[C:6]([CH3:7])=[C:5]([NH:8][S:26]([C:18]2[C:19]3[CH:25]=[CH:24][CH:23]=[CH:22][C:20]=3[S:21][C:17]=2[CH2:16][C:15]2[CH:14]=[CH:13][C:12]([Cl:11])=[CH:31][CH:30]=2)(=[O:28])=[O:27])[O:4][N:3]=1.